From a dataset of CYP3A4 inhibition data for predicting drug metabolism from PubChem BioAssay. Regression/Classification. Given a drug SMILES string, predict its absorption, distribution, metabolism, or excretion properties. Task type varies by dataset: regression for continuous measurements (e.g., permeability, clearance, half-life) or binary classification for categorical outcomes (e.g., BBB penetration, CYP inhibition). Dataset: cyp3a4_veith. (1) The compound is O=C(CCS(=O)(=O)c1cccc2nsnc12)NC1CCCCC1. The result is 1 (inhibitor). (2) The compound is O=C(CCN1C(=O)c2ccccc2C1=O)Oc1ccc2ccccc2c1. The result is 0 (non-inhibitor). (3) The molecule is C#CCOC(=O)Nc1ccc(=O)n(Cc2c(Cl)cccc2Cl)c1. The result is 0 (non-inhibitor). (4) The molecule is CCN(c1ccccc1)S(=O)(=O)c1ccc(NC(=S)NC(=O)c2ccc(Br)o2)cc1. The result is 0 (non-inhibitor). (5) The compound is Nc1ncc(-c2ccccc2)n1CC1CCCO1. The result is 1 (inhibitor). (6) The drug is COC(=O)[C@@]1(Cc2ccc(OC)cc2)[C@H]2c3cc(C(=O)N(C)C)n(Cc4ccc(O)c(OC)c4)c3C[C@H]2CN1C(=O)c1ccccc1. The result is 1 (inhibitor). (7) The result is 1 (inhibitor). The molecule is Cc1c(OCC(F)(F)F)ccnc1CSc1nc2ccccc2[nH]1.